From a dataset of Peptide-MHC class II binding affinity with 134,281 pairs from IEDB. Regression. Given a peptide amino acid sequence and an MHC pseudo amino acid sequence, predict their binding affinity value. This is MHC class II binding data. (1) The peptide sequence is RVNNSYSLIRLSHNS. The MHC is DRB5_0101 with pseudo-sequence DRB5_0101. The binding affinity (normalized) is 0.801. (2) The peptide sequence is IGMTNRATWASHIHL. The MHC is DRB1_0801 with pseudo-sequence DRB1_0801. The binding affinity (normalized) is 0.500. (3) The MHC is DRB1_0701 with pseudo-sequence DRB1_0701. The binding affinity (normalized) is 0.594. The peptide sequence is GELQIVDKIDAIFKI. (4) The peptide sequence is PPEVYKELCDAVYKS. The MHC is DRB1_0101 with pseudo-sequence DRB1_0101. The binding affinity (normalized) is 0.715. (5) The peptide sequence is INVGFKAAVAAAASV. The MHC is DRB5_0101 with pseudo-sequence DRB5_0101. The binding affinity (normalized) is 0.778. (6) The peptide sequence is THGIRPVVSTQLLLY. The MHC is DRB1_1101 with pseudo-sequence DRB1_1101. The binding affinity (normalized) is 0.197. (7) The peptide sequence is YVAWMSATAALAREA. The MHC is HLA-DQA10401-DQB10402 with pseudo-sequence HLA-DQA10401-DQB10402. The binding affinity (normalized) is 0.596.